The task is: Predict the reactants needed to synthesize the given product.. This data is from Full USPTO retrosynthesis dataset with 1.9M reactions from patents (1976-2016). (1) The reactants are: [Br:1][C:2]1[CH:3]=[C:4]([CH2:8][CH2:9][CH2:10][CH2:11][OH:12])[CH:5]=[CH:6][CH:7]=1.[Br:13][CH2:14][CH2:15][CH2:16][CH2:17][CH2:18][CH2:19]Br.O. Given the product [Br:1][C:2]1[CH:7]=[CH:6][CH:5]=[C:4]([CH2:8][CH2:9][CH2:10][CH2:11][O:12][CH2:19][CH2:18][CH2:17][CH2:16][CH2:15][CH2:14][Br:13])[CH:3]=1, predict the reactants needed to synthesize it. (2) Given the product [F:27][C:28]1[C:37]2[C:32](=[CH:33][CH:34]=[CH:35][CH:36]=2)[C:31]([C:38]([NH:1][CH:2]([CH2:12][C:13]2[CH:26]=[CH:25][C:16]3[O:17][C:18]([F:24])([F:23])[C:19]([F:22])([F:21])[O:20][C:15]=3[CH:14]=2)[CH:3]([C:5]2[CH:6]=[CH:7][C:8]([F:11])=[CH:9][CH:10]=2)[OH:4])=[O:39])=[CH:30][CH:29]=1, predict the reactants needed to synthesize it. The reactants are: [NH2:1][CH:2]([CH2:12][C:13]1[CH:26]=[CH:25][C:16]2[O:17][C:18]([F:24])([F:23])[C:19]([F:22])([F:21])[O:20][C:15]=2[CH:14]=1)[CH:3]([C:5]1[CH:10]=[CH:9][C:8]([F:11])=[CH:7][CH:6]=1)[OH:4].[F:27][C:28]1[C:37]2[C:32](=[CH:33][CH:34]=[CH:35][CH:36]=2)[C:31]([C:38](O)=[O:39])=[CH:30][CH:29]=1.Cl.C(N=C=NCCCN(C)C)C.O.ON1C2C=CC=CC=2N=N1. (3) Given the product [O:16]=[C:3]1[C:4]2[C:9](=[CH:8][CH:7]=[CH:6][CH:5]=2)[C:10]([C:12]([F:15])([F:13])[F:14])=[N:11][N:2]1[NH:1][C:23](=[O:24])[CH2:22][C:18]1[S:17][CH:21]=[CH:20][CH:19]=1, predict the reactants needed to synthesize it. The reactants are: [NH2:1][N:2]1[N:11]=[C:10]([C:12]([F:15])([F:14])[F:13])[C:9]2[C:4](=[CH:5][CH:6]=[CH:7][CH:8]=2)[C:3]1=[O:16].[S:17]1[CH:21]=[CH:20][CH:19]=[C:18]1[CH2:22][C:23](Cl)=[O:24]. (4) Given the product [C:27]1([CH2:26][O:25][C:24](=[O:33])[NH:23][CH2:22][C@H:18]2[C@@H:17]([OH:16])[CH2:21][N:20]([CH2:2][CH2:1][C:3]3[C:12]4[C:7](=[CH:8][CH:9]=[C:10]([O:13][CH3:14])[N:11]=4)[N:6]=[CH:5][C:4]=3[F:15])[CH2:19]2)[CH:32]=[CH:31][CH:30]=[CH:29][CH:28]=1, predict the reactants needed to synthesize it. The reactants are: [CH:1]([C:3]1[C:4]([F:15])=[CH:5][N:6]=[C:7]2[C:12]=1[N:11]=[C:10]([O:13][CH3:14])[CH:9]=[CH:8]2)=[CH2:2].[OH:16][C@H:17]1[CH2:21][NH:20][CH2:19][C@H:18]1[CH2:22][NH:23][C:24](=[O:33])[O:25][CH2:26][C:27]1[CH:32]=[CH:31][CH:30]=[CH:29][CH:28]=1. (5) The reactants are: [N:1]1([C:7]([O:9][C:10]([CH3:13])([CH3:12])[CH3:11])=[O:8])[CH2:6][CH2:5][NH:4][CH2:3][CH2:2]1.[Cl:14][CH2:15][C:16](Cl)=[O:17].CCN(C(C)C)C(C)C. Given the product [Cl:14][CH2:15][C:16]([N:4]1[CH2:5][CH2:6][N:1]([C:7]([O:9][C:10]([CH3:13])([CH3:12])[CH3:11])=[O:8])[CH2:2][CH2:3]1)=[O:17], predict the reactants needed to synthesize it.